From a dataset of Peptide-MHC class II binding affinity with 134,281 pairs from IEDB. Regression. Given a peptide amino acid sequence and an MHC pseudo amino acid sequence, predict their binding affinity value. This is MHC class II binding data. (1) The peptide sequence is WTQSLRRGLSAWTTS. The MHC is H-2-IAb with pseudo-sequence H-2-IAb. The binding affinity (normalized) is 0.252. (2) The peptide sequence is AARLLSIRAMSTKFS. The MHC is HLA-DQA10102-DQB10602 with pseudo-sequence HLA-DQA10102-DQB10602. The binding affinity (normalized) is 0.433. (3) The peptide sequence is TEYIMKGVYINTALL. The MHC is DRB1_0301 with pseudo-sequence DRB1_0301. The binding affinity (normalized) is 0.0581. (4) The peptide sequence is AQMNQAFRNIVNMLH. The MHC is DRB1_0802 with pseudo-sequence DRB1_0802. The binding affinity (normalized) is 0.429. (5) The MHC is DRB1_1501 with pseudo-sequence DRB1_1501. The binding affinity (normalized) is 0. The peptide sequence is ITDTTIGTGDDCISI. (6) The MHC is HLA-DQA10102-DQB10602 with pseudo-sequence HLA-DQA10102-DQB10602. The binding affinity (normalized) is 0.759. The peptide sequence is SDSWLKDSAIMVASD. (7) The peptide sequence is PEAKYDAYVATLTEA. The MHC is HLA-DQA10101-DQB10501 with pseudo-sequence HLA-DQA10101-DQB10501. The binding affinity (normalized) is 0.253. (8) The peptide sequence is CGMFTNRSGSQQW. The MHC is HLA-DQA10103-DQB10603 with pseudo-sequence HLA-DQA10103-DQB10603. The binding affinity (normalized) is 0.209.